From a dataset of NCI-60 drug combinations with 297,098 pairs across 59 cell lines. Regression. Given two drug SMILES strings and cell line genomic features, predict the synergy score measuring deviation from expected non-interaction effect. (1) Drug 1: C1=CC(=CC=C1CCCC(=O)O)N(CCCl)CCCl. Drug 2: C1CC(C1)(C(=O)O)C(=O)O.[NH2-].[NH2-].[Pt+2]. Cell line: CAKI-1. Synergy scores: CSS=48.6, Synergy_ZIP=-7.10, Synergy_Bliss=-1.73, Synergy_Loewe=0.576, Synergy_HSA=3.26. (2) Drug 1: CC12CCC(CC1=CCC3C2CCC4(C3CC=C4C5=CN=CC=C5)C)O. Drug 2: CS(=O)(=O)CCNCC1=CC=C(O1)C2=CC3=C(C=C2)N=CN=C3NC4=CC(=C(C=C4)OCC5=CC(=CC=C5)F)Cl. Cell line: HT29. Synergy scores: CSS=9.05, Synergy_ZIP=-0.328, Synergy_Bliss=3.05, Synergy_Loewe=-3.77, Synergy_HSA=-2.23. (3) Drug 1: CC1=C(C=C(C=C1)NC(=O)C2=CC=C(C=C2)CN3CCN(CC3)C)NC4=NC=CC(=N4)C5=CN=CC=C5. Drug 2: CC1=C(C(=O)C2=C(C1=O)N3CC4C(C3(C2COC(=O)N)OC)N4)N. Cell line: HCT-15. Synergy scores: CSS=27.7, Synergy_ZIP=-7.82, Synergy_Bliss=-11.5, Synergy_Loewe=-25.3, Synergy_HSA=-9.64. (4) Drug 1: CC1=C2C(C(=O)C3(C(CC4C(C3C(C(C2(C)C)(CC1OC(=O)C(C(C5=CC=CC=C5)NC(=O)C6=CC=CC=C6)O)O)OC(=O)C7=CC=CC=C7)(CO4)OC(=O)C)O)C)OC(=O)C. Drug 2: CC(C)NC(=O)C1=CC=C(C=C1)CNNC.Cl. Cell line: SN12C. Synergy scores: CSS=26.9, Synergy_ZIP=0.635, Synergy_Bliss=0.0396, Synergy_Loewe=-21.0, Synergy_HSA=-0.0536. (5) Drug 1: CC1=C(C(CCC1)(C)C)C=CC(=CC=CC(=CC(=O)O)C)C. Drug 2: CC(C)(C#N)C1=CC(=CC(=C1)CN2C=NC=N2)C(C)(C)C#N. Cell line: SK-MEL-5. Synergy scores: CSS=8.07, Synergy_ZIP=-3.23, Synergy_Bliss=3.20, Synergy_Loewe=0.746, Synergy_HSA=1.02. (6) Drug 1: CC(C1=C(C=CC(=C1Cl)F)Cl)OC2=C(N=CC(=C2)C3=CN(N=C3)C4CCNCC4)N. Drug 2: C#CCC(CC1=CN=C2C(=N1)C(=NC(=N2)N)N)C3=CC=C(C=C3)C(=O)NC(CCC(=O)O)C(=O)O. Cell line: DU-145. Synergy scores: CSS=-3.04, Synergy_ZIP=0.219, Synergy_Bliss=-0.626, Synergy_Loewe=-2.41, Synergy_HSA=-2.40. (7) Drug 1: CC1=CC2C(CCC3(C2CCC3(C(=O)C)OC(=O)C)C)C4(C1=CC(=O)CC4)C. Drug 2: C1=NC2=C(N1)C(=S)N=CN2. Cell line: M14. Synergy scores: CSS=16.7, Synergy_ZIP=-6.27, Synergy_Bliss=-9.63, Synergy_Loewe=-42.9, Synergy_HSA=-11.8.